From a dataset of Reaction yield outcomes from USPTO patents with 853,638 reactions. Predict the reaction yield, written as a fraction of the theoretical maximum amount of product (1.0 means a 100% yield; for example, 0.34 means a 34% yield). The reactants are C([O:4][CH2:5][CH2:6][C:7]1[CH:59]=[CH:58][C:10]([CH2:11][C:12]2[CH:13]=[C:14]([C@H:19]3[C@H:24]([O:25][CH2:26][C:27]4[CH:32]=[CH:31][CH:30]=[CH:29][CH:28]=4)[C@@H:23]([O:33][CH2:34][C:35]4[CH:40]=[CH:39][CH:38]=[CH:37][CH:36]=4)[C@H:22]([O:41][CH2:42][C:43]4[CH:48]=[CH:47][CH:46]=[CH:45][CH:44]=4)[C@@H:21]([CH2:49][O:50][CH2:51][C:52]4[CH:57]=[CH:56][CH:55]=[CH:54][CH:53]=4)[O:20]3)[CH:15]=[CH:16][C:17]=2[Cl:18])=[CH:9][CH:8]=1)C=C.C([O-])(=O)C.[Na+]. The catalyst is C(O)(=O)C.[Pd](Cl)Cl. The product is [Cl:18][C:17]1[CH:16]=[CH:15][C:14]([C@H:19]2[C@H:24]([O:25][CH2:26][C:27]3[CH:32]=[CH:31][CH:30]=[CH:29][CH:28]=3)[C@@H:23]([O:33][CH2:34][C:35]3[CH:40]=[CH:39][CH:38]=[CH:37][CH:36]=3)[C@H:22]([O:41][CH2:42][C:43]3[CH:44]=[CH:45][CH:46]=[CH:47][CH:48]=3)[C@@H:21]([CH2:49][O:50][CH2:51][C:52]3[CH:53]=[CH:54][CH:55]=[CH:56][CH:57]=3)[O:20]2)=[CH:13][C:12]=1[CH2:11][C:10]1[CH:9]=[CH:8][C:7]([CH2:6][CH2:5][OH:4])=[CH:59][CH:58]=1. The yield is 0.420.